This data is from Catalyst prediction with 721,799 reactions and 888 catalyst types from USPTO. The task is: Predict which catalyst facilitates the given reaction. (1) Reactant: I[C:2]1[O:3][C:4]([C:7]2[CH:8]=[C:9]3[C:14](=[CH:15][CH:16]=2)[CH:13]=[N:12][CH:11]=[CH:10]3)=[CH:5][N:6]=1.[CH3:17][O:18][C:19]1[CH:24]=[CH:23][C:22]([CH2:25][NH2:26])=[CH:21][CH:20]=1. Product: [CH3:17][O:18][C:19]1[CH:24]=[CH:23][C:22]([CH2:25][NH:26][C:2]2[O:3][C:4]([C:7]3[CH:8]=[C:9]4[C:14](=[CH:15][CH:16]=3)[CH:13]=[N:12][CH:11]=[CH:10]4)=[CH:5][N:6]=2)=[CH:21][CH:20]=1. The catalyst class is: 37. (2) Reactant: [CH2:1]([O:3][C:4]([C:6]1[C:7]([OH:23])=[C:8]2[CH:16]=[CH:15][N:14]([C:17]3[CH:22]=[CH:21][CH:20]=[CH:19][CH:18]=3)[C:9]2=[C:10]([C:12]#[N:13])[N:11]=1)=[O:5])[CH3:2].[C:24](OC(=O)C)(=[O:26])[CH3:25].C(N(CC)CC)C. Product: [CH2:1]([O:3][C:4]([C:6]1[C:7]([O:23][C:24](=[O:26])[CH3:25])=[C:8]2[CH:16]=[CH:15][N:14]([C:17]3[CH:18]=[CH:19][CH:20]=[CH:21][CH:22]=3)[C:9]2=[C:10]([C:12]#[N:13])[N:11]=1)=[O:5])[CH3:2]. The catalyst class is: 4. (3) The catalyst class is: 4. Reactant: C[O:2][C:3]([C:5]1[CH:14]=[C:13]2[C:8]([CH:9]=[CH:10][CH:11]=[N+:12]2[O-])=[CH:7][CH:6]=1)=[O:4].[F:16][C:17]([F:21])([F:20])[CH2:18][NH2:19].CC1C=CC(S(OS(C2C=CC(C)=CC=2)(=O)=O)(=O)=O)=CC=1. Product: [F:16][C:17]([F:21])([F:20])[CH2:18][NH:19][C:11]1[CH:10]=[CH:9][C:8]2[C:13](=[CH:14][C:5]([C:3]([OH:2])=[O:4])=[CH:6][CH:7]=2)[N:12]=1. (4) Reactant: Cl[C:2]1[C:3]([O:5][CH2:6][C:7]=1[C:8]1[CH:13]=[CH:12][C:11]([S:14]([CH3:17])(=[O:16])=[O:15])=[CH:10][CH:9]=1)=[O:4].[C:18]1(B(O)O)[CH:23]=[CH:22][CH:21]=[CH:20][CH:19]=1.[F-].[Cs+]. Product: [CH3:17][S:14]([C:11]1[CH:12]=[CH:13][C:8]([C:7]2[CH2:6][O:5][C:3](=[O:4])[C:2]=2[C:18]2[CH:23]=[CH:22][CH:21]=[CH:20][CH:19]=2)=[CH:9][CH:10]=1)(=[O:16])=[O:15]. The catalyst class is: 235. (5) Reactant: [CH3:1][C:2]1[CH:7]=[CH:6][C:5]([S:8]([NH:11][CH2:12][C:13]2([C:19]([OH:21])=[O:20])[CH2:18][CH2:17][O:16][CH2:15][CH2:14]2)(=[O:10])=[O:9])=[CH:4][CH:3]=1.[OH-].[Na+].I[CH3:25]. Product: [CH3:25][N:11]([CH2:12][C:13]1([C:19]([OH:21])=[O:20])[CH2:14][CH2:15][O:16][CH2:17][CH2:18]1)[S:8]([C:5]1[CH:4]=[CH:3][C:2]([CH3:1])=[CH:7][CH:6]=1)(=[O:9])=[O:10]. The catalyst class is: 33. (6) Reactant: [F:1][C:2]([F:27])([F:26])[C:3]1[CH:4]=[C:5]([CH:19]=[C:20]([C:22]([F:25])([F:24])[F:23])[CH:21]=1)[CH2:6][CH:7]1[C:11](=C)[CH2:10][CH2:9][C:8]1([CH:16]([CH3:18])[CH3:17])[C:13]([NH2:15])=[O:14].[O:28]=[O+][O-].C1(P(C2C=CC=CC=2)C2C=CC=CC=2)C=CC=CC=1. Product: [F:24][C:22]([F:23])([F:25])[C:20]1[CH:19]=[C:5]([CH:4]=[C:3]([C:2]([F:26])([F:27])[F:1])[CH:21]=1)[CH2:6][CH:7]1[C:11](=[O:28])[CH2:10][CH2:9][C:8]1([CH:16]([CH3:18])[CH3:17])[C:13]([NH2:15])=[O:14]. The catalyst class is: 4. (7) Reactant: [Cl:1][C:2]1[CH:3]=[CH:4][C:5]2[NH:11][C:10](=O)[C@@H:9]([CH2:13][C:14]([O:16][CH2:17][CH3:18])=[O:15])[O:8][C@H:7]([C:19]3[CH:24]=[CH:23][CH:22]=[C:21]([CH2:25][CH3:26])[C:20]=3[O:27][CH3:28])[C:6]=2[CH:29]=1.C(=O)([O-])O.[Na+].P12(SP3(SP(SP(S3)(S1)=S)(=S)S2)=S)=[S:36]. Product: [Cl:1][C:2]1[CH:3]=[CH:4][C:5]2[NH:11][C:10](=[S:36])[C@@H:9]([CH2:13][C:14]([O:16][CH2:17][CH3:18])=[O:15])[O:8][C@H:7]([C:19]3[CH:24]=[CH:23][CH:22]=[C:21]([CH2:25][CH3:26])[C:20]=3[O:27][CH3:28])[C:6]=2[CH:29]=1. The catalyst class is: 54.